From a dataset of Peptide-MHC class I binding affinity with 185,985 pairs from IEDB/IMGT. Regression. Given a peptide amino acid sequence and an MHC pseudo amino acid sequence, predict their binding affinity value. This is MHC class I binding data. (1) The peptide sequence is SGKLKVPEW. The MHC is HLA-B52:01 with pseudo-sequence HLA-B52:01. The binding affinity (normalized) is 0.120. (2) The peptide sequence is KAVHADMGY. The MHC is HLA-A30:02 with pseudo-sequence HLA-A30:02. The binding affinity (normalized) is 0.612. (3) The peptide sequence is LPQYFTFDL. The binding affinity (normalized) is 0.0847. The MHC is HLA-A26:01 with pseudo-sequence HLA-A26:01. (4) The peptide sequence is ITTQHWLGL. The MHC is HLA-A02:01 with pseudo-sequence HLA-A02:01. The binding affinity (normalized) is 0.149. (5) The peptide sequence is LLPRGAPER. The MHC is HLA-A01:01 with pseudo-sequence HLA-A01:01. The binding affinity (normalized) is 0.